This data is from Full USPTO retrosynthesis dataset with 1.9M reactions from patents (1976-2016). The task is: Predict the reactants needed to synthesize the given product. (1) The reactants are: [C@H:1]12[N:8]([C:9]([O:11][CH2:12][C:13]3[CH:18]=[CH:17][CH:16]=[CH:15][CH:14]=3)=[O:10])[CH2:7][C@H:6]1[CH2:5][CH2:4][N:3](C(OC(C)(C)C)=O)[CH2:2]2.C(O)(C(F)(F)F)=O. Given the product [C@H:1]12[N:8]([C:9]([O:11][CH2:12][C:13]3[CH:18]=[CH:17][CH:16]=[CH:15][CH:14]=3)=[O:10])[CH2:7][C@H:6]1[CH2:5][CH2:4][NH:3][CH2:2]2, predict the reactants needed to synthesize it. (2) Given the product [CH:22]1([O:27][C:28]2[CH:29]=[CH:30][C:31]([CH2:34][N:1]3[CH2:4][CH:3]([O:5][C:6]4[CH:7]=[CH:8][C:9]([C:12]5[CH:17]=[N:16][C:15]([S:18]([CH3:21])(=[O:20])=[O:19])=[CH:14][CH:13]=5)=[CH:10][CH:11]=4)[CH2:2]3)=[CH:32][N:33]=2)[CH2:26][CH2:25][CH2:24][CH2:23]1, predict the reactants needed to synthesize it. The reactants are: [NH:1]1[CH2:4][CH:3]([O:5][C:6]2[CH:11]=[CH:10][C:9]([C:12]3[CH:13]=[CH:14][C:15]([S:18]([CH3:21])(=[O:20])=[O:19])=[N:16][CH:17]=3)=[CH:8][CH:7]=2)[CH2:2]1.[CH:22]1([O:27][C:28]2[N:33]=[CH:32][C:31]([CH:34]=O)=[CH:30][CH:29]=2)[CH2:26][CH2:25][CH2:24][CH2:23]1.C(O[BH-](OC(=O)C)OC(=O)C)(=O)C.[Na+]. (3) Given the product [Cl:1][C:2]1[CH:7]=[CH:6][N:5]=[C:4]2[N:8]([CH2:16][C:17]3[CH:36]=[CH:35][C:20]4/[C:21](=[C:31](/[CH3:34])\[C:32]#[N:33])/[C:22]5[CH:29]=[CH:28][C:27]([F:30])=[CH:26][C:23]=5[O:24][CH2:25][C:19]=4[CH:18]=3)[C:9]([CH:11]3[CH2:14][CH2:13][CH2:12]3)=[N:10][C:3]=12, predict the reactants needed to synthesize it. The reactants are: [Cl:1][C:2]1[CH:7]=[CH:6][N:5]=[C:4]2[NH:8][C:9]([CH:11]3[CH2:14][CH2:13][CH2:12]3)=[N:10][C:3]=12.Br[CH2:16][C:17]1[CH:36]=[CH:35][C:20]2/[C:21](=[C:31](/[CH3:34])\[C:32]#[N:33])/[C:22]3[CH:29]=[CH:28][C:27]([F:30])=[CH:26][C:23]=3[O:24][CH2:25][C:19]=2[CH:18]=1. (4) Given the product [C:1]([C:3]1[C:4]([O:19][C@H:20]([CH3:24])[CH2:21][O:22][CH3:23])=[CH:5][C:6]([NH:9][C:10]([N:36]2[C:37]3[C:38](=[CH:43][C:44]([CH2:52][N:53]4[CH2:54][CH2:54][N:53]([CH3:55])[CH2:52][C:55]4=[O:56])=[C:45]([CH:47]=[O:50])[N:46]=3)[CH2:39][CH2:40][CH2:41]2)=[O:18])=[N:7][CH:8]=1)#[N:2], predict the reactants needed to synthesize it. The reactants are: [C:1]([C:3]1[C:4]([O:19][C@H:20]([CH3:24])[CH2:21][O:22][CH3:23])=[CH:5][C:6]([NH:9][C:10](=[O:18])OC2C=CC=CC=2)=[N:7][CH:8]=1)#[N:2].C(C1C=CC(NC([N:36]2C[CH2:41][CH2:40][CH2:39][C:38]3[CH:43]=[CH:44][C:45]([CH:47]([O:50]C)OC)=[N:46][C:37]2=3)=O)=NC=1)#N.[CH3:52][N:53]([CH:55]=[O:56])[CH3:54]. (5) Given the product [ClH:1].[F:22][C:23]1[CH:29]=[C:28]([CH3:30])[C:27]([OH:31])=[CH:26][C:24]=1[NH:25][C:2]1[C:11]2[C:6](=[CH:7][C:8]([O:14][CH2:15][C:16]3[N:17]=[C:18]([CH3:21])[S:19][CH:20]=3)=[C:9]([O:12][CH3:13])[CH:10]=2)[N:5]=[N:4][CH:3]=1, predict the reactants needed to synthesize it. The reactants are: [Cl:1][C:2]1[C:11]2[C:6](=[CH:7][C:8]([O:14][CH2:15][C:16]3[N:17]=[C:18]([CH3:21])[S:19][CH:20]=3)=[C:9]([O:12][CH3:13])[CH:10]=2)[N:5]=[N:4][CH:3]=1.[F:22][C:23]1[CH:29]=[C:28]([CH3:30])[C:27]([OH:31])=[CH:26][C:24]=1[NH2:25].Cl. (6) The reactants are: [O:1]1[CH2:4][CH:3]([NH2:5])[CH2:2]1.C(N(CC)CC)C.Br[C:14]1[CH:19]=[CH:18][C:17]([C:20]#[N:21])=[CH:16][N:15]=1. Given the product [O:1]1[CH2:4][CH:3]([NH:5][C:14]2[CH:19]=[CH:18][C:17]([C:20]#[N:21])=[CH:16][N:15]=2)[CH2:2]1, predict the reactants needed to synthesize it. (7) Given the product [CH2:1]([N:5]1[C:13]2[N:12]=[C:11]([Cl:14])[NH:10][C:9]=2[C:8](=[O:18])[N:7]([CH2:19][CH2:20][CH2:21][N:22]2[CH:26]=[N:25][C:24]([CH2:27][C:28]3[CH:33]=[CH:32][CH:31]=[CH:30][CH:29]=3)=[N:23]2)[C:6]1=[O:34])[CH2:2][CH2:3][CH3:4], predict the reactants needed to synthesize it. The reactants are: [CH2:1]([N:5]1[C:13]2[N:12]=[C:11]([Cl:14])[N:10](CC=C)[C:9]=2[C:8](=[O:18])[N:7]([CH2:19][CH2:20][CH2:21][N:22]2[CH:26]=[N:25][C:24]([CH2:27][C:28]3[CH:33]=[CH:32][CH:31]=[CH:30][CH:29]=3)=[N:23]2)[C:6]1=[O:34])[CH2:2][CH2:3][CH3:4].N1CCOCC1.CO.